Dataset: Forward reaction prediction with 1.9M reactions from USPTO patents (1976-2016). Task: Predict the product of the given reaction. Given the reactants [Cl:1][C:2]1[CH:13]=[CH:12][C:5]2[NH:6][C:7](=O)[O:8][C:9](=[O:10])[C:4]=2[CH:3]=1, predict the reaction product. The product is: [CH3:7][O:8][C:9](=[O:10])[C:4]1[CH:3]=[C:2]([Cl:1])[CH:13]=[CH:12][C:5]=1[NH2:6].